Task: Predict the product of the given reaction.. Dataset: Forward reaction prediction with 1.9M reactions from USPTO patents (1976-2016) (1) Given the reactants CC1(C)C(C)(C)OB([C:9]2[CH:15]=[CH:14][C:12]([NH2:13])=[CH:11][CH:10]=2)O1.C(=O)([O-])O.[Na+].O.[C:23]([O:27][C@@H:28]([C:33]1[C:34](I)=[C:35]2[C:42]3[CH2:43][CH2:44][CH2:45][CH2:46][C:41]=3[S:40][C:36]2=[N:37][C:38]=1[CH3:39])[C:29]([O:31][CH3:32])=[O:30])([CH3:26])([CH3:25])[CH3:24], predict the reaction product. The product is: [NH2:13][C:12]1[CH:11]=[CH:10][C:9]([C:34]2[C:33]([C@H:28]([O:27][C:23]([CH3:26])([CH3:24])[CH3:25])[C:29]([O:31][CH3:32])=[O:30])=[C:38]([CH3:39])[N:37]=[C:36]3[S:40][C:41]4[CH2:46][CH2:45][CH2:44][CH2:43][C:42]=4[C:35]=23)=[CH:15][CH:14]=1. (2) Given the reactants [N+:1]([C:4]1[C:5]([NH:20][C@@H:21]([C:23]2[CH:28]=[CH:27][CH:26]=[CH:25][CH:24]=2)[CH3:22])=[N:6][C:7]([C:10]2[CH:19]=[CH:18][CH:17]=[C:16]3[C:11]=2[CH:12]=[CH:13][CH:14]=[N:15]3)=[CH:8][CH:9]=1)([O-])=O.ClC1N=C(N[C@@H](C2C=CC=CC=2)C)C([N+]([O-])=O)=CC=1.N1C2C(=C(B(O)O)C=CC=2)C=CC=1.[C:61](=O)([O-])[O-:62].[K+].[K+], predict the reaction product. The product is: [C:23]1([C@H:21]([N:20]2[C:5]3=[N:6][C:7]([C:10]4[CH:19]=[CH:18][CH:17]=[C:16]5[C:11]=4[CH:12]=[CH:13][CH:14]=[N:15]5)=[CH:8][CH:9]=[C:4]3[NH:1][C:61]2=[O:62])[CH3:22])[CH:28]=[CH:27][CH:26]=[CH:25][CH:24]=1. (3) Given the reactants Br[CH2:2][CH2:3][CH2:4][CH2:5][O:6][C:7]1[CH:12]=[CH:11][N:10]2[N:13]=[CH:14][CH:15]=[C:9]2[CH:8]=1.[O:16]1[C:20]2[C:21]([N:25]3[CH2:30][CH2:29][NH:28][CH2:27][CH2:26]3)=[CH:22][CH:23]=[CH:24][C:19]=2[CH2:18][CH2:17]1, predict the reaction product. The product is: [O:16]1[C:20]2[C:21]([N:25]3[CH2:30][CH2:29][N:28]([CH2:2][CH2:3][CH2:4][CH2:5][O:6][C:7]4[CH:12]=[CH:11][N:10]5[N:13]=[CH:14][CH:15]=[C:9]5[CH:8]=4)[CH2:27][CH2:26]3)=[CH:22][CH:23]=[CH:24][C:19]=2[CH2:18][CH2:17]1. (4) Given the reactants [C:1](Cl)(=[O:3])[CH3:2].[NH2:5][C:6]1[S:10][C:9]2[C:11]3[C:16]([CH2:17][C:8]=2[C:7]=1[C:18]([NH2:20])=[O:19])=[CH:15][CH:14]=[CH:13][CH:12]=3.C(OCC)C, predict the reaction product. The product is: [C:1]([NH:5][C:6]1[S:10][C:9]2[C:11]3[C:16]([CH2:17][C:8]=2[C:7]=1[C:18]([NH2:20])=[O:19])=[CH:15][CH:14]=[CH:13][CH:12]=3)(=[O:3])[CH3:2]. (5) Given the reactants [C:9](O[C:9]([O:11][C:12]([CH3:15])([CH3:14])[CH3:13])=[O:10])([O:11][C:12]([CH3:15])([CH3:14])[CH3:13])=[O:10].[CH2:16]([N:23]([CH2:36][C:37]1[CH:42]=[CH:41][CH:40]=[CH:39][CH:38]=1)[C:24]1[CH:25]=[C:26]2[C:31](=[C:32]([F:34])[CH:33]=1)[C:30]([NH2:35])=[N:29][CH:28]=[CH:27]2)[C:17]1[CH:22]=[CH:21][CH:20]=[CH:19][CH:18]=1, predict the reaction product. The product is: [CH2:36]([N:23]([CH2:16][C:17]1[CH:18]=[CH:19][CH:20]=[CH:21][CH:22]=1)[C:24]1[CH:25]=[C:26]2[C:31](=[C:32]([F:34])[CH:33]=1)[C:30]([N:35]([C:9]([O:11][C:12]([CH3:13])([CH3:14])[CH3:15])=[O:10])[C:9]([O:11][C:12]([CH3:15])([CH3:14])[CH3:13])=[O:10])=[N:29][CH:28]=[CH:27]2)[C:37]1[CH:42]=[CH:41][CH:40]=[CH:39][CH:38]=1. (6) Given the reactants [CH2:1]([N:3]([CH2:13][CH3:14])[C:4]1[CH:12]=[CH:11][C:7]([C:8]([OH:10])=O)=[CH:6][CH:5]=1)[CH3:2].[CH3:15][CH2:16][CH2:17][CH:18]([NH2:22])[CH2:19][CH2:20][CH3:21], predict the reaction product. The product is: [CH2:13]([N:3]([CH2:1][CH3:2])[C:4]1[CH:5]=[CH:6][C:7]([C:8]([NH:22][CH:18]([CH2:19][CH2:20][CH3:21])[CH2:17][CH2:16][CH3:15])=[O:10])=[CH:11][CH:12]=1)[CH3:14]. (7) Given the reactants [Br:1][C:2]1[CH:7]=[CH:6][C:5]([O:8][CH2:9][CH3:10])=[CH:4][C:3]=1[CH2:11][C:12](=O)[CH2:13][CH3:14].C([O-])(=O)C.[NH4+].[BH3-]C#[N:23].[Na+], predict the reaction product. The product is: [Br:1][C:2]1[CH:7]=[CH:6][C:5]([O:8][CH2:9][CH3:10])=[CH:4][C:3]=1[CH2:11][CH:12]([NH2:23])[CH2:13][CH3:14].